This data is from Forward reaction prediction with 1.9M reactions from USPTO patents (1976-2016). The task is: Predict the product of the given reaction. (1) Given the reactants [C:1]([O:5][C:6](=[O:25])[NH:7][C:8]1[CH:13]=[C:12]([O:14][CH2:15][C:16]([F:19])([F:18])[F:17])[C:11]([C:20]([F:23])([F:22])[F:21])=[CH:10][C:9]=1[NH2:24])([CH3:4])([CH3:3])[CH3:2].C([O:30][C:31](=O)[CH2:32][C:33]([C:35]1[CH:40]=[CH:39][CH:38]=[C:37]([C:41]2[CH:46]=[CH:45][N:44]=[C:43]([CH2:47][CH3:48])[CH:42]=2)[CH:36]=1)=[O:34])(C)(C)C, predict the reaction product. The product is: [C:1]([O:5][C:6](=[O:25])[NH:7][C:8]1[CH:13]=[C:12]([O:14][CH2:15][C:16]([F:18])([F:17])[F:19])[C:11]([C:20]([F:22])([F:23])[F:21])=[CH:10][C:9]=1[NH:24][C:31](=[O:30])[CH2:32][C:33]([C:35]1[CH:40]=[CH:39][CH:38]=[C:37]([C:41]2[CH:46]=[CH:45][N:44]=[C:43]([CH2:47][CH3:48])[CH:42]=2)[CH:36]=1)=[O:34])([CH3:4])([CH3:2])[CH3:3]. (2) Given the reactants [NH2:1][C:2]1[C:7]([NH2:8])=[C:6]([Br:9])[CH:5]=[CH:4][N:3]=1.[CH3:10][N:11]1[CH:15]=[C:14]([C:16](O)=O)[CH:13]=[N:12]1.[Cl-].[NH4+].[OH-].[Na+], predict the reaction product. The product is: [Br:9][C:6]1[CH:5]=[CH:4][N:3]=[C:2]2[NH:1][C:16]([C:14]3[CH:13]=[N:12][N:11]([CH3:10])[CH:15]=3)=[N:8][C:7]=12.